From a dataset of Reaction yield outcomes from USPTO patents with 853,638 reactions. Predict the reaction yield, written as a fraction of the theoretical maximum amount of product (1.0 means a 100% yield; for example, 0.34 means a 34% yield). The reactants are [CH3:1][C:2]1[CH:3]=[C:4]([CH:22]=[CH:23][C:24]=1[O:25][C:26]1[CH:31]=[CH:30][CH:29]=[CH:28][CH:27]=1)[O:5][C:6]1[CH:11]=[CH:10][N:9]=[C:8]2[NH:12][N:13]=[C:14]([NH:15][C@@H:16]3[CH2:21][CH2:20][CH2:19][NH:18][CH2:17]3)[C:7]=12.Cl.[CH:33]1([N:36]([CH3:43])[CH2:37]/[CH:38]=[CH:39]/[C:40](O)=[O:41])[CH2:35][CH2:34]1. No catalyst specified. The product is [CH:33]1([N:36]([CH3:43])[CH2:37]/[CH:38]=[CH:39]/[C:40]([N:18]2[CH2:19][CH2:20][CH2:21][C@@H:16]([NH:15][C:14]3[C:7]4[C:8](=[N:9][CH:10]=[CH:11][C:6]=4[O:5][C:4]4[CH:22]=[CH:23][C:24]([O:25][C:26]5[CH:31]=[CH:30][CH:29]=[CH:28][CH:27]=5)=[C:2]([CH3:1])[CH:3]=4)[NH:12][N:13]=3)[CH2:17]2)=[O:41])[CH2:35][CH2:34]1. The yield is 0.970.